Task: Regression. Given a peptide amino acid sequence and an MHC pseudo amino acid sequence, predict their binding affinity value. This is MHC class II binding data.. Dataset: Peptide-MHC class II binding affinity with 134,281 pairs from IEDB (1) The peptide sequence is FLHYIFMENAFELPT. The MHC is DRB1_0101 with pseudo-sequence DRB1_0101. The binding affinity (normalized) is 0.850. (2) The peptide sequence is EKKYFAATQFEPLAV. The MHC is HLA-DPA10201-DPB11401 with pseudo-sequence HLA-DPA10201-DPB11401. The binding affinity (normalized) is 0.616. (3) The peptide sequence is FQDLELSWNLNGLQAY. The MHC is DRB1_1302 with pseudo-sequence DRB1_1302. The binding affinity (normalized) is 0.544.